This data is from Catalyst prediction with 721,799 reactions and 888 catalyst types from USPTO. The task is: Predict which catalyst facilitates the given reaction. (1) Reactant: Cl[C:2]1[N:3]=[C:4]([N:22]2[CH2:27][CH2:26][O:25][CH2:24][CH2:23]2)[C:5]2[S:10][C:9]([CH2:11][N:12]3[CH2:17][CH2:16][CH:15]([C:18]([OH:21])([CH3:20])[CH3:19])[CH2:14][CH2:13]3)=[N:8][C:6]=2[N:7]=1.[CH2:28]([C:30]1[NH:34][C:33]2[CH:35]=[CH:36][CH:37]=[CH:38][C:32]=2[N:31]=1)[CH3:29].CC(C1C=C(C(C)C)C(C2C=CC=CC=2P(C2CCCCC2)C2CCCCC2)=C(C(C)C)C=1)C.C(=O)([O-])[O-].[Cs+].[Cs+]. Product: [CH2:28]([C:30]1[N:31]([C:2]2[N:3]=[C:4]([N:22]3[CH2:27][CH2:26][O:25][CH2:24][CH2:23]3)[C:5]3[S:10][C:9]([CH2:11][N:12]4[CH2:17][CH2:16][CH:15]([C:18]([OH:21])([CH3:20])[CH3:19])[CH2:14][CH2:13]4)=[N:8][C:6]=3[N:7]=2)[C:32]2[CH:38]=[CH:37][CH:36]=[CH:35][C:33]=2[N:34]=1)[CH3:29]. The catalyst class is: 62. (2) Reactant: [NH2:1][C:2]1[C:3]([C:10](/[N:12]=[C:13]2\[NH:14][CH2:15][C:16]3([CH2:23][CH:22]4[NH:24][CH:19]([CH2:20][CH2:21]4)[CH2:18]3)[NH:17]\2)=[O:11])=[N:4][C:5]([Cl:9])=[C:6]([NH2:8])[N:7]=1.CN(C(ON1N=NC2C=CC=NC1=2)=[N+](C)C)C.F[P-](F)(F)(F)(F)F.[NH:49]1[C:57]2[CH:56]=[CH:55][CH:54]=[C:53]([C:58](O)=[O:59])[C:52]=2[CH:51]=[CH:50]1.CN1CCOCC1. The catalyst class is: 3. Product: [NH:49]1[C:57]2[CH:56]=[CH:55][CH:54]=[C:53]([C:58]([N:24]3[CH:22]4[CH2:21][CH2:20][CH:19]3[CH2:18][C:16]3([CH2:23]4)[CH2:15][NH:14]/[C:13](=[N:12]\[C:10]([C:3]4[C:2]([NH2:1])=[N:7][C:6]([NH2:8])=[C:5]([Cl:9])[N:4]=4)=[O:11])/[NH:17]3)=[O:59])[C:52]=2[CH:51]=[CH:50]1. (3) The catalyst class is: 56. Reactant: [F:1][C:2]1[CH:7]=[CH:6][N:5]=[C:4]2[NH:8][CH:9]=[CH:10][C:3]=12.[H-].[Na+].Cl[Si:14]([CH:21]([CH3:23])[CH3:22])([CH:18]([CH3:20])[CH3:19])[CH:15]([CH3:17])[CH3:16].[Cl-].[NH4+]. Product: [F:1][C:2]1[CH:7]=[CH:6][N:5]=[C:4]2[N:8]([Si:14]([CH:21]([CH3:23])[CH3:22])([CH:18]([CH3:20])[CH3:19])[CH:15]([CH3:17])[CH3:16])[CH:9]=[CH:10][C:3]=12. (4) Reactant: [OH-].[Na+].C([O:6][C:7]([CH3:35])([CH3:34])[C:8]([NH:10][CH2:11][CH:12]1[O:18][CH2:17][CH2:16][N:15]([C:19]([O:21][C:22]([CH3:25])([CH3:24])[CH3:23])=[O:20])[CH2:14][CH:13]1[C:26]1[CH:31]=[CH:30][C:29]([Cl:32])=[C:28]([Cl:33])[CH:27]=1)=[O:9])(=O)C.O. Product: [Cl:33][C:28]1[CH:27]=[C:26]([CH:13]2[CH:12]([CH2:11][NH:10][C:8](=[O:9])[C:7]([OH:6])([CH3:35])[CH3:34])[O:18][CH2:17][CH2:16][N:15]([C:19]([O:21][C:22]([CH3:25])([CH3:24])[CH3:23])=[O:20])[CH2:14]2)[CH:31]=[CH:30][C:29]=1[Cl:32]. The catalyst class is: 8. (5) Reactant: C(OC([N:8]1[CH2:13][CH:12]2[CH2:14][CH:9]1[CH2:10][N:11]2[C:15](=[O:31])[CH2:16][NH:17][C:18]([C:20]1[CH:24]=[C:23]([C:25]2[CH:30]=[CH:29][CH:28]=[CH:27][CH:26]=2)[NH:22][N:21]=1)=[O:19])=O)(C)(C)C.[ClH:32]. Product: [ClH:32].[CH:12]12[CH2:14][CH:9]([NH:8][CH2:13]1)[CH2:10][N:11]2[C:15](=[O:31])[CH2:16][NH:17][C:18]([C:20]1[CH:24]=[C:23]([C:25]2[CH:30]=[CH:29][CH:28]=[CH:27][CH:26]=2)[NH:22][N:21]=1)=[O:19]. The catalyst class is: 25. (6) Reactant: [N:1]1C=C[CH:4]=[CH:3][CH:2]=1.[CH:7]([SiH:10]([CH:26]([CH3:28])[CH3:27])[C:11]1[CH:25]=[CH:24][C:14]([C:15]([NH:17][CH2:18][CH2:19][CH2:20][C:21]([OH:23])=[O:22])=[O:16])=[CH:13][CH:12]=1)([CH3:9])[CH3:8].C(CCO)#N.C(N(CC)CC)C. Product: [C:2]([CH2:3][CH2:4][O:22][C:21](=[O:23])[CH2:20][CH2:19][CH2:18][NH:17][C:15](=[O:16])[C:14]1[CH:13]=[CH:12][C:11]([SiH:10]([CH:7]([CH3:9])[CH3:8])[CH:26]([CH3:28])[CH3:27])=[CH:25][CH:24]=1)#[N:1]. The catalyst class is: 146. (7) Reactant: [N:1]([CH:4]1[CH2:9][CH2:8][N:7]([C:10]([O:12][CH2:13][C:14]2[CH:19]=[CH:18][CH:17]=[CH:16][CH:15]=2)=[O:11])[CH2:6][CH:5]1[OH:20])=[N+:2]=[N-:3].[CH3:21][S:22](Cl)(=[O:24])=[O:23]. Product: [N:1]([CH:4]1[CH2:9][CH2:8][N:7]([C:10]([O:12][CH2:13][C:14]2[CH:15]=[CH:16][CH:17]=[CH:18][CH:19]=2)=[O:11])[CH2:6][CH:5]1[O:20][S:22]([CH3:21])(=[O:24])=[O:23])=[N+:2]=[N-:3]. The catalyst class is: 2.